Dataset: Reaction yield outcomes from USPTO patents with 853,638 reactions. Task: Predict the reaction yield, written as a fraction of the theoretical maximum amount of product (1.0 means a 100% yield; for example, 0.34 means a 34% yield). (1) The reactants are [CH:1]1[CH:5]=[C:4]([C:6]([CH2:8][CH2:9][CH2:10]Cl)=[O:7])[S:3][CH:2]=1.[N-:12]=[N+:13]=[N-:14].[Na+]. The catalyst is CN(C=O)C. The product is [N:12]([CH2:10][CH2:9][CH2:8][C:6]([C:4]1[S:3][CH:2]=[CH:1][CH:5]=1)=[O:7])=[N+:13]=[N-:14]. The yield is 0.830. (2) The reactants are [Cl:1][C:2]1[CH:3]=[C:4]([CH:9]2[C:18]3[C:13](=[CH:14][C:15](B4OC(C)(C)C(C)(C)O4)=[C:16]([F:19])[CH:17]=3)[CH2:12][N:11]([CH3:29])[CH2:10]2)[CH:5]=[CH:6][C:7]=1[Cl:8].Cl[C:31]1[CH:36]=[N:35][CH:34]=[CH:33][N:32]=1. No catalyst specified. The product is [Cl:1][C:2]1[CH:3]=[C:4]([CH:9]2[C:18]3[C:13](=[CH:14][C:15]([C:31]4[CH:36]=[N:35][CH:34]=[CH:33][N:32]=4)=[C:16]([F:19])[CH:17]=3)[CH2:12][N:11]([CH3:29])[CH2:10]2)[CH:5]=[CH:6][C:7]=1[Cl:8]. The yield is 0.470. (3) The reactants are [Cl:1][C:2]1[CH:3]=[C:4]([N:8]2[C:12]([CH2:13][NH2:14])=[CH:11][C:10]([CH:15]3[CH2:17][CH2:16]3)=[N:9]2)[CH:5]=[CH:6][CH:7]=1.C(N(C(C)C)C(C)C)C.[F:27][C:28]1[CH:29]=[C:30]([NH:40][C:41](=O)[O:42]C2C=CC=CC=2)[CH:31]=[N:32][C:33]=1[CH2:34][CH2:35][S:36]([CH3:39])(=[O:38])=[O:37]. The catalyst is O1CCCC1. The product is [Cl:1][C:2]1[CH:3]=[C:4]([N:8]2[C:12]([CH2:13][NH:14][C:41]([NH:40][C:30]3[CH:31]=[N:32][C:33]([CH2:34][CH2:35][S:36]([CH3:39])(=[O:37])=[O:38])=[C:28]([F:27])[CH:29]=3)=[O:42])=[CH:11][C:10]([CH:15]3[CH2:16][CH2:17]3)=[N:9]2)[CH:5]=[CH:6][CH:7]=1. The yield is 0.340.